From a dataset of Full USPTO retrosynthesis dataset with 1.9M reactions from patents (1976-2016). Predict the reactants needed to synthesize the given product. Given the product [F:17][C:14]1[CH:13]=[N:12][C:11]([C@@H:9]([NH:8][C:27]2[N:32]=[C:31]([NH:33][C:34]3[CH:38]=[C:37]([CH3:39])[NH:36][N:35]=3)[C:30]([CH3:40])=[CH:29][N:28]=2)[CH3:10])=[N:16][CH:15]=1, predict the reactants needed to synthesize it. The reactants are: ClC1C(NC2C=C(OC)NN=2)=NC([NH:8][C@H:9]([C:11]2[N:16]=[CH:15][C:14]([F:17])=[CH:13][N:12]=2)[CH3:10])=NC=1.Cl[C:27]1[N:32]=[C:31]([NH:33][C:34]2[CH:38]=[C:37]([CH3:39])[NH:36][N:35]=2)[C:30]([CH3:40])=[CH:29][N:28]=1.CCN(C(C)C)C(C)C.